From a dataset of Peptide-MHC class I binding affinity with 185,985 pairs from IEDB/IMGT. Regression. Given a peptide amino acid sequence and an MHC pseudo amino acid sequence, predict their binding affinity value. This is MHC class I binding data. (1) The binding affinity (normalized) is 0. The MHC is HLA-A11:01 with pseudo-sequence HLA-A11:01. The peptide sequence is KFISDNKKEY. (2) The peptide sequence is LQGGDRGF. The MHC is Mamu-A07 with pseudo-sequence Mamu-A07. The binding affinity (normalized) is 0. (3) The peptide sequence is KIRLRPGGK. The MHC is HLA-A02:06 with pseudo-sequence HLA-A02:06. The binding affinity (normalized) is 0. (4) The peptide sequence is HAEIESATL. The MHC is HLA-A03:01 with pseudo-sequence HLA-A03:01. The binding affinity (normalized) is 0.0847. (5) The MHC is HLA-A02:03 with pseudo-sequence HLA-A02:03. The peptide sequence is SQFSYKELYV. The binding affinity (normalized) is 0.695. (6) The peptide sequence is ADNLITEML. The MHC is HLA-B40:02 with pseudo-sequence HLA-B40:02. The binding affinity (normalized) is 0.443. (7) The peptide sequence is STFNMWREI. The MHC is HLA-A02:06 with pseudo-sequence HLA-A02:06. The binding affinity (normalized) is 0.580.